Dataset: Full USPTO retrosynthesis dataset with 1.9M reactions from patents (1976-2016). Task: Predict the reactants needed to synthesize the given product. (1) Given the product [NH2:20][C@H:21]([CH3:22])[C:23]([NH:9][CH2:1][CH2:2][C:3]1[CH:8]=[CH:7][CH:6]=[CH:5][CH:4]=1)=[O:24], predict the reactants needed to synthesize it. The reactants are: [CH2:1]([NH2:9])[CH2:2][C:3]1[CH:8]=[CH:7][CH:6]=[CH:5][CH:4]=1.C(OC([NH:20][C@@H:21]([C:23](O)=[O:24])[CH3:22])=O)C1C=CC=CC=1.Cl.C(N=C=NCCCN(C)C)C.C1C2C(=CC(S(Cl)(=O)=O)=CC=2)C=CN=1. (2) Given the product [F:36][C:37]([F:42])([F:41])[C:38]([OH:40])=[O:39].[Br:19][C:15]1[C:14]([F:20])=[C:13]([CH:12]2[C:11]([C:23]3[CH:28]=[CH:27][C:26]([Cl:29])=[CH:25][C:24]=3[F:30])([C:21]#[N:22])[CH:10]([CH2:31][C:32]([CH3:34])([CH3:35])[CH3:33])[NH:9][CH:8]2[C:6]([OH:7])=[O:5])[CH:18]=[CH:17][CH:16]=1, predict the reactants needed to synthesize it. The reactants are: C([O:5][C:6]([CH:8]1[CH:12]([C:13]2[CH:18]=[CH:17][CH:16]=[C:15]([Br:19])[C:14]=2[F:20])[C:11]([C:23]2[CH:28]=[CH:27][C:26]([Cl:29])=[CH:25][C:24]=2[F:30])([C:21]#[N:22])[CH:10]([CH2:31][C:32]([CH3:35])([CH3:34])[CH3:33])[NH:9]1)=[O:7])(C)(C)C.[F:36][C:37]([F:42])([F:41])[C:38]([OH:40])=[O:39]. (3) Given the product [CH2:1]([C:3]1[N:4]=[C:5]2[N:6]3[C:7]([CH2:11][N:12]([CH2:13][CH2:14][CH2:15][CH2:16][CH2:17][NH:18][S:19]([C:22]([F:25])([F:24])[F:23])(=[O:20])=[O:21])[CH2:27][C:26]=13)=[CH:8][CH:9]=[CH:10]2)[CH3:2], predict the reactants needed to synthesize it. The reactants are: [CH2:1]([C:3]1[N:4]=[C:5]2[CH:10]=[CH:9][CH:8]=[C:7]([CH2:11][NH:12][CH2:13][CH2:14][CH2:15][CH2:16][CH2:17][NH:18][S:19]([C:22]([F:25])([F:24])[F:23])(=[O:21])=[O:20])[N:6]2[CH:26]=1)[CH3:2].[CH2:27]=O. (4) Given the product [N:98]1[CH:99]=[CH:100][CH:101]=[CH:102][C:97]=1[CH2:96][NH:64][CH2:65][C:66]1[CH:71]=[CH:70][C:69]([CH2:72][N:73]([CH2:84][C:85]2[NH:89][C:88]3[CH:90]=[CH:91][C:92]([CH3:95])=[C:93]([CH3:94])[C:87]=3[N:86]=2)[CH:74]2[C:83]3[N:82]=[CH:81][CH:80]=[CH:79][C:78]=3[CH2:77][CH2:76][CH2:75]2)=[CH:68][CH:67]=1, predict the reactants needed to synthesize it. The reactants are: CC1C2NC(CCl)=NC=2C=CC=1C.C(OC(N(CC1C=CC=CN=1)CC1C=CC(CNC2C3N=CC=CC=3CCC2)=CC=1)=O)(C)(C)C.C(N(C(C)C)CC)(C)C.C(OC([N:64]([CH2:96][C:97]1[CH:102]=[CH:101][CH:100]=[CH:99][N:98]=1)[CH2:65][C:66]1[CH:71]=[CH:70][C:69]([CH2:72][N:73]([CH2:84][C:85]2[NH:89][C:88]3[CH:90]=[CH:91][C:92]([CH3:95])=[C:93]([CH3:94])[C:87]=3[N:86]=2)[CH:74]2[C:83]3[N:82]=[CH:81][CH:80]=[CH:79][C:78]=3[CH2:77][CH2:76][CH2:75]2)=[CH:68][CH:67]=1)=O)(C)(C)C. (5) Given the product [CH:1]1([CH2:6][N:7]([CH2:29][CH:30]([CH3:32])[CH3:31])[C@H:8]2[C@H:13]([C:14]3[CH:15]=[CH:16][C:17]([C:20]([F:22])([F:23])[F:21])=[CH:18][CH:19]=3)[O:12][C@H:11]([CH2:24][C:25]([OH:27])=[O:26])[CH2:10][CH2:9]2)[CH2:5][CH2:4][CH2:3][CH2:2]1, predict the reactants needed to synthesize it. The reactants are: [CH:1]1([CH2:6][N:7]([CH2:29][CH:30]([CH3:32])[CH3:31])[C@H:8]2[C@H:13]([C:14]3[CH:19]=[CH:18][C:17]([C:20]([F:23])([F:22])[F:21])=[CH:16][CH:15]=3)[O:12][C@H:11]([CH2:24][C:25]([O:27]C)=[O:26])[CH2:10][CH2:9]2)[CH2:5][CH2:4][CH2:3][CH2:2]1.CO.[OH-].[Na+].Cl. (6) Given the product [CH3:13][O:14][C:15]1[CH:20]=[C:19]([O:21][CH3:22])[CH:18]=[CH:17][C:16]=1[C:2]1[CH:11]=[CH:10][C:5]([C:6]([OH:8])=[O:7])=[CH:4][C:3]=1[CH3:12], predict the reactants needed to synthesize it. The reactants are: Br[C:2]1[CH:11]=[CH:10][C:5]([C:6]([O:8]C)=[O:7])=[CH:4][C:3]=1[CH3:12].[CH3:13][O:14][C:15]1[CH:20]=[C:19]([O:21][CH3:22])[CH:18]=[CH:17][C:16]=1B(O)O.C(=O)([O-])[O-].[K+].[K+].[OH-].[Na+]. (7) The reactants are: [OH-].[Na+].[O:3]=[C:4]([C:8]1[C:9]2[C:10](=[N:22][O:23][C:24]=2[C:25]2[CH:30]=[CH:29][CH:28]=[CH:27][CH:26]=2)[C:11](=[O:21])[N:12]([C:14]2[CH:19]=[CH:18][C:17]([CH3:20])=[CH:16][CH:15]=2)[N:13]=1)[C:5]([O-:7])=[O:6]. Given the product [O:3]=[C:4]([C:8]1[C:9]2[C:10](=[N:22][O:23][C:24]=2[C:25]2[CH:30]=[CH:29][CH:28]=[CH:27][CH:26]=2)[C:11](=[O:21])[N:12]([C:14]2[CH:15]=[CH:16][C:17]([CH3:20])=[CH:18][CH:19]=2)[N:13]=1)[C:5]([OH:7])=[O:6], predict the reactants needed to synthesize it.